From a dataset of Reaction yield outcomes from USPTO patents with 853,638 reactions. Predict the reaction yield, written as a fraction of the theoretical maximum amount of product (1.0 means a 100% yield; for example, 0.34 means a 34% yield). (1) The reactants are Br[C:2]1[C:9]([O:10][CH2:11][CH2:12][CH2:13][Br:14])=[CH:8][CH:7]=[CH:6][C:3]=1[CH:4]=[O:5].[B:15]1([B:15]2[O:19][C:18]([CH3:21])([CH3:20])[C:17]([CH3:23])([CH3:22])[O:16]2)[O:19][C:18]([CH3:21])([CH3:20])[C:17]([CH3:23])([CH3:22])[O:16]1.CC([O-])=O.[K+]. The catalyst is COCCOC.C1C=CC(P(C2C=CC=CC=2)[C-]2C=CC=C2)=CC=1.C1C=CC(P(C2C=CC=CC=2)[C-]2C=CC=C2)=CC=1.Cl[Pd]Cl.[Fe+2]. The product is [Br:14][CH2:13][CH2:12][CH2:11][O:10][C:9]1[C:2]([B:15]2[O:19][C:18]([CH3:21])([CH3:20])[C:17]([CH3:23])([CH3:22])[O:16]2)=[C:3]([CH:6]=[CH:7][CH:8]=1)[CH:4]=[O:5]. The yield is 0.220. (2) The yield is 0.450. The reactants are C[C:2](C)([O-:4])C.[Na+].C[C:8]1[CH:9]=[CH:10][CH:11]=[CH:12][C:13]=1C.[N:15]1([C:22]2[C:23]([CH3:36])=[C:24]([CH3:35])[C:25]3[O:29][C:28]([CH3:31])([CH3:30])[C:27](=[O:32])[C:26]=3[C:33]=2[CH3:34])[CH2:21][CH2:20][CH2:19][NH:18][CH2:17][CH2:16]1. The product is [CH3:2][O:4][C:13]1[CH:12]=[CH:11][C:10]([N:18]2[CH2:19][CH2:20][CH2:21][N:15]([C:22]3[C:23]([CH3:36])=[C:24]([CH3:35])[C:25]4[O:29][C:28]([CH3:31])([CH3:30])[C:27](=[O:32])[C:26]=4[C:33]=3[CH3:34])[CH2:16][CH2:17]2)=[CH:9][CH:8]=1. The catalyst is O.CC(C)([P](C(C)(C)C)([Pd][P](C(C)(C)C)(C(C)(C)C)C(C)(C)C)C(C)(C)C)C. (3) The reactants are F[C:2]1[CH:7]=[CH:6][CH:5]=[CH:4][C:3]=1[N+:8]([O-:10])=[O:9].[C:11]([N:14]1[C:23]2[C:18](=[CH:19][C:20]([C:24]#[N:25])=[CH:21][CH:22]=2)[C@H:17]([NH2:26])[C@@H:16]([CH3:27])[C@@H:15]1[CH:28]1[CH2:30][CH2:29]1)(=[O:13])[CH3:12].CCN(C(C)C)C(C)C. The catalyst is CS(C)=O. The product is [C:11]([N:14]1[C:23]2[C:18](=[CH:19][C:20]([C:24]#[N:25])=[CH:21][CH:22]=2)[C@H:17]([NH:26][C:2]2[CH:7]=[CH:6][CH:5]=[CH:4][C:3]=2[N+:8]([O-:10])=[O:9])[C@@H:16]([CH3:27])[C@@H:15]1[CH:28]1[CH2:30][CH2:29]1)(=[O:13])[CH3:12]. The yield is 0.750.